This data is from NCI-60 drug combinations with 297,098 pairs across 59 cell lines. The task is: Regression. Given two drug SMILES strings and cell line genomic features, predict the synergy score measuring deviation from expected non-interaction effect. Drug 1: C1=NC2=C(N1)C(=S)N=C(N2)N. Drug 2: C1C(C(OC1N2C=NC(=NC2=O)N)CO)O. Cell line: NCI-H460. Synergy scores: CSS=34.9, Synergy_ZIP=-4.41, Synergy_Bliss=-5.69, Synergy_Loewe=-10.3, Synergy_HSA=-4.28.